Dataset: Reaction yield outcomes from USPTO patents with 853,638 reactions. Task: Predict the reaction yield, written as a fraction of the theoretical maximum amount of product (1.0 means a 100% yield; for example, 0.34 means a 34% yield). (1) The reactants are [CH3:1][S:2][C:3]1[S:7][C:6]2=[N:8][C:9]([C:11]3[O:12][C:13]4[CH:19]=[C:18]([OH:20])[CH:17]=[CH:16][C:14]=4[N:15]=3)=[CH:10][N:5]2[N:4]=1.[CH3:21]I.[H-].[Na+].O. The catalyst is CN(C=O)C. The product is [CH3:21][O:20][C:18]1[CH:17]=[CH:16][C:14]2[N:15]=[C:11]([C:9]3[N:8]=[C:6]4[N:5]([CH:10]=3)[N:4]=[C:3]([S:2][CH3:1])[S:7]4)[O:12][C:13]=2[CH:19]=1. The yield is 0.900. (2) The reactants are [C:1]1([CH2:7][C:8]([C:22]2[CH:27]=[CH:26][CH:25]=[C:24]([O:28][C:29]([F:32])([F:31])[F:30])[CH:23]=2)([C:11]2[CH:16]=[CH:15][CH:14]=[C:13]([O:17][C:18]([F:21])([F:20])[F:19])[CH:12]=2)[C:9]#[N:10])[CH:6]=[CH:5][CH:4]=[CH:3][CH:2]=1. The catalyst is CCO.[Ni]. The product is [C:1]1([CH2:7][C:8]([C:11]2[CH:16]=[CH:15][CH:14]=[C:13]([O:17][C:18]([F:19])([F:20])[F:21])[CH:12]=2)([C:22]2[CH:27]=[CH:26][CH:25]=[C:24]([O:28][C:29]([F:32])([F:31])[F:30])[CH:23]=2)[CH2:9][NH2:10])[CH:6]=[CH:5][CH:4]=[CH:3][CH:2]=1. The yield is 0.920. (3) The reactants are C([SiH2][O:6][C:7](C)(C)[C:8]1[CH:13]=[CH:12][C:11]([C:14]#[C:15][C:16]2[CH:21]=[CH:20][C:19]([CH2:22][C:23]([O:25][CH3:26])=[O:24])=[CH:18][CH:17]=2)=[CH:10][C:9]=1[CH:27]([CH3:29])[CH3:28])(C)(C)C.[F-].C([N+](CCCC)(CCCC)CCCC)CCC. The catalyst is C1COCC1. The product is [OH:6][CH2:7][C:8]1[CH:13]=[CH:12][C:11]([C:14]#[C:15][C:16]2[CH:21]=[CH:20][C:19]([CH2:22][C:23]([O:25][CH3:26])=[O:24])=[CH:18][CH:17]=2)=[CH:10][C:9]=1[CH:27]([CH3:29])[CH3:28]. The yield is 0.850. (4) The reactants are C(NC(C)C)(C)C.C([Li])CCC.CCCCCC.[CH2:19]([P:25](=[O:32])([O:29][CH2:30][CH3:31])[O:26][CH2:27][CH3:28])[CH2:20][CH2:21][CH2:22][CH2:23][CH3:24].[C:33](OCC)(=[O:35])[CH3:34]. The catalyst is O1CCCC1. The product is [O:35]=[C:33]([CH:19]([P:25](=[O:32])([O:26][CH2:27][CH3:28])[O:29][CH2:30][CH3:31])[CH2:20][CH2:21][CH2:22][CH2:23][CH3:24])[CH3:34]. The yield is 0.770.